From a dataset of Catalyst prediction with 721,799 reactions and 888 catalyst types from USPTO. Predict which catalyst facilitates the given reaction. (1) Reactant: [C:1]1([C:7]2[N:8]=[C:9]([NH2:12])[S:10][CH:11]=2)[CH:6]=[CH:5][CH:4]=[CH:3][CH:2]=1.[Cl:13][CH2:14][C:15](Cl)=[O:16].C(OCC)(=O)C. Product: [Cl:13][CH2:14][C:15]([NH:12][C:9]1[S:10][CH:11]=[C:7]([C:1]2[CH:2]=[CH:3][CH:4]=[CH:5][CH:6]=2)[N:8]=1)=[O:16]. The catalyst class is: 7. (2) Reactant: [C:1]1([C:7]2[CH:11]=[C:10]([C:12]3[CH:17]=[CH:16][CH:15]=[CH:14][CH:13]=3)[N:9]([C:18]3[CH:23]=[CH:22][N:21]=[C:20]([S:24][CH3:25])[N:19]=3)[N:8]=2)[CH:6]=[CH:5][CH:4]=[CH:3][CH:2]=1.OOS([O-])=O.[K+].[OH2:32].[OH2:33].O.C([O-])(=O)C.[Na+]. Product: [C:1]1([C:7]2[CH:11]=[C:10]([C:12]3[CH:17]=[CH:16][CH:15]=[CH:14][CH:13]=3)[N:9]([C:18]3[CH:23]=[CH:22][N:21]=[C:20]([S:24]([CH3:25])(=[O:33])=[O:32])[N:19]=3)[N:8]=2)[CH:6]=[CH:5][CH:4]=[CH:3][CH:2]=1. The catalyst class is: 193. (3) Reactant: [NH2:1][C:2](=[C:7]1C(=O)O[C:10](C)([CH3:14])[O:9][C:8]1=[O:16])[CH2:3][CH:4]1[CH2:6][CH2:5]1.[Na].[Cl-].[Na+].O. Product: [CH2:10]([O:9][C:8](=[O:16])[CH:7]=[C:2]([NH2:1])[CH2:3][CH:4]1[CH2:5][CH2:6]1)[CH3:14]. The catalyst class is: 412. (4) Reactant: [C:1]([NH2:5])([CH3:4])([CH3:3])[CH3:2].Cl[C:7]1[N:17]=[CH:16][CH:15]=[CH:14][C:8]=1[C:9]([O:11][CH2:12][CH3:13])=[O:10].C(O)C. Product: [C:1]([NH:5][C:7]1[N:17]=[CH:16][CH:15]=[CH:14][C:8]=1[C:9]([O:11][CH2:12][CH3:13])=[O:10])([CH3:4])([CH3:3])[CH3:2]. The catalyst class is: 6. (5) Reactant: C([O:3][C:4]([C:6]1[C:7]([CH:19]([F:21])[F:20])=[N:8][N:9]([CH3:18])[C:10]=1[C:11]([F:17])([F:16])[C:12]([F:15])([F:14])[F:13])=[O:5])C.[OH-].[Na+]. Product: [CH3:18][N:9]1[C:10]([C:11]([F:16])([F:17])[C:12]([F:13])([F:14])[F:15])=[C:6]([C:4]([OH:5])=[O:3])[C:7]([CH:19]([F:21])[F:20])=[N:8]1. The catalyst class is: 8. (6) The catalyst class is: 36. Reactant: [CH2:1]([C@@H:4]1[CH2:8][N:7]([C:9]([O:11][C:12]([CH3:15])([CH3:14])[CH3:13])=[O:10])[C@H:6]([C:16]([O:18]C)=[O:17])[CH2:5]1)[CH:2]=[CH2:3].[Li+].[OH-].Cl. Product: [CH2:1]([C@@H:4]1[CH2:8][N:7]([C:9]([O:11][C:12]([CH3:13])([CH3:14])[CH3:15])=[O:10])[C@H:6]([C:16]([OH:18])=[O:17])[CH2:5]1)[CH:2]=[CH2:3].